Dataset: NCI-60 drug combinations with 297,098 pairs across 59 cell lines. Task: Regression. Given two drug SMILES strings and cell line genomic features, predict the synergy score measuring deviation from expected non-interaction effect. Drug 1: C1=CC=C(C=C1)NC(=O)CCCCCCC(=O)NO. Drug 2: C1=NNC2=C1C(=O)NC=N2. Cell line: MDA-MB-231. Synergy scores: CSS=9.37, Synergy_ZIP=-4.75, Synergy_Bliss=-0.250, Synergy_Loewe=-12.1, Synergy_HSA=-0.857.